From a dataset of Aqueous solubility values for 9,982 compounds from the AqSolDB database. Regression/Classification. Given a drug SMILES string, predict its absorption, distribution, metabolism, or excretion properties. Task type varies by dataset: regression for continuous measurements (e.g., permeability, clearance, half-life) or binary classification for categorical outcomes (e.g., BBB penetration, CYP inhibition). For this dataset (solubility_aqsoldb), we predict Y. (1) The compound is Cc1ccc(Cl)cc1N/N=C1\C(=O)C(C(=O)Nc2cc(C)c(NC(=O)C3=Cc4ccccc4/C(=N\Nc4cc(Cl)ccc4C)C3=O)cc2C)=Cc2ccccc21. The Y is -7.68 log mol/L. (2) The molecule is OC[C@H]1O[C@@H](O)[C@H](O)[C@@H](O)[C@@H]1O[C@@H]1O[C@H](CO)[C@H](O)[C@H](O)[C@H]1O. The Y is -0.817 log mol/L. (3) The molecule is O=[N+]([O-])c1ccc([N+](=O)[O-])cc1. The Y is -3.39 log mol/L. (4) The drug is CC(C)c1ccc(NC(=O)N(C)C)cc1. The Y is -3.50 log mol/L. (5) The drug is CC1CCC(C)(C)C1. The Y is -4.48 log mol/L. (6) The compound is CC(=O)c1ccccc1. The Y is -1.28 log mol/L. (7) The compound is C[C@]12CC[C@@H]3c4ccc(O)cc4CC[C@H]3[C@@H]1CC[C@@H]2O. The Y is -4.88 log mol/L. (8) The compound is CC(=O)OC/C=C(\C)CCC=C(C)C. The Y is -3.83 log mol/L. (9) The molecule is C1=NC=NC2N=C(c3ccccc3)N=C12. The Y is -3.07 log mol/L.